This data is from Reaction yield outcomes from USPTO patents with 853,638 reactions. The task is: Predict the reaction yield, written as a fraction of the theoretical maximum amount of product (1.0 means a 100% yield; for example, 0.34 means a 34% yield). The reactants are C[O:2][C:3]1[CH:12]=[C:11]2[C:6]([CH:7]=[C:8]([C:13]3[CH:18]=[CH:17][C:16]([O:19]C)=[CH:15][CH:14]=3)[CH:9]=[N:10]2)=[CH:5][CH:4]=1.[Cl-].[Cl-].[Cl-].[Al+3]. No catalyst specified. The product is [OH:19][C:16]1[CH:17]=[CH:18][C:13]([C:8]2[CH:9]=[N:10][C:11]3[C:6]([CH:7]=2)=[CH:5][CH:4]=[C:3]([OH:2])[CH:12]=3)=[CH:14][CH:15]=1. The yield is 0.630.